Task: Regression. Given two drug SMILES strings and cell line genomic features, predict the synergy score measuring deviation from expected non-interaction effect.. Dataset: NCI-60 drug combinations with 297,098 pairs across 59 cell lines (1) Drug 1: CC(C1=C(C=CC(=C1Cl)F)Cl)OC2=C(N=CC(=C2)C3=CN(N=C3)C4CCNCC4)N. Drug 2: C1=C(C(=O)NC(=O)N1)N(CCCl)CCCl. Cell line: HOP-62. Synergy scores: CSS=48.0, Synergy_ZIP=4.23, Synergy_Bliss=2.43, Synergy_Loewe=-0.238, Synergy_HSA=0.580. (2) Synergy scores: CSS=27.7, Synergy_ZIP=-4.68, Synergy_Bliss=-4.14, Synergy_Loewe=-3.76, Synergy_HSA=0.136. Drug 2: COCCOC1=C(C=C2C(=C1)C(=NC=N2)NC3=CC=CC(=C3)C#C)OCCOC.Cl. Drug 1: C1CCC(CC1)NC(=O)N(CCCl)N=O. Cell line: ACHN. (3) Drug 2: CN1C2=C(C=C(C=C2)N(CCCl)CCCl)N=C1CCCC(=O)O.Cl. Drug 1: C1=C(C(=O)NC(=O)N1)F. Synergy scores: CSS=18.2, Synergy_ZIP=4.28, Synergy_Bliss=3.29, Synergy_Loewe=-3.01, Synergy_HSA=3.61. Cell line: SK-OV-3. (4) Drug 1: CC=C1C(=O)NC(C(=O)OC2CC(=O)NC(C(=O)NC(CSSCCC=C2)C(=O)N1)C(C)C)C(C)C. Drug 2: C1C(C(OC1N2C=NC3=C2NC=NCC3O)CO)O. Cell line: OVCAR3. Synergy scores: CSS=34.6, Synergy_ZIP=0.593, Synergy_Bliss=-0.465, Synergy_Loewe=-56.0, Synergy_HSA=-1.40.